Dataset: Reaction yield outcomes from USPTO patents with 853,638 reactions. Task: Predict the reaction yield, written as a fraction of the theoretical maximum amount of product (1.0 means a 100% yield; for example, 0.34 means a 34% yield). (1) The reactants are [Cl:1][C:2]1[O:3][C:4]([CH2:7][C:8]2[CH:13]=[CH:12][C:11]([CH2:14][CH2:15][N+:16]([O-:18])=O)=[CH:10][CH:9]=2)=[CH:5][CH:6]=1.CO.C[O-].[Li+].C(Cl)[Cl:25]. The catalyst is [Ti](Cl)(Cl)(Cl)Cl.O.C(OCC)(=O)C.O1CCCC1. The product is [Cl:1][C:2]1[O:3][C:4]([CH2:7][C:8]2[CH:13]=[CH:12][C:11]([CH2:14][C:15]([Cl:25])=[N:16][OH:18])=[CH:10][CH:9]=2)=[CH:5][CH:6]=1. The yield is 0.840. (2) The reactants are [OH:1][C:2]1[CH:11]=[C:10]([OH:12])[C:9]([CH:13]([CH3:15])[CH3:14])=[CH:8][C:3]=1[C:4]([O:6][CH3:7])=[O:5].C(=O)([O-])[O-].[K+].[K+].[CH2:22](Br)[C:23]1[CH:28]=[CH:27][CH:26]=[CH:25][CH:24]=1. The catalyst is C(#N)C. The product is [CH2:22]([O:12][C:10]1[C:9]([CH:13]([CH3:15])[CH3:14])=[CH:8][C:3]([C:4]([O:6][CH3:7])=[O:5])=[C:2]([OH:1])[CH:11]=1)[C:23]1[CH:28]=[CH:27][CH:26]=[CH:25][CH:24]=1. The yield is 0.830.